From a dataset of Full USPTO retrosynthesis dataset with 1.9M reactions from patents (1976-2016). Predict the reactants needed to synthesize the given product. (1) Given the product [C:1]([N:5]1[CH:9]=[C:8]([CH2:10][OH:11])/[C:7](=[N:12]/[C:13](=[O:23])[C:14]2[CH:19]=[C:18]([Cl:20])[CH:17]=[CH:16][C:15]=2[O:21][CH3:22])/[S:6]1)([CH3:4])([CH3:3])[CH3:2], predict the reactants needed to synthesize it. The reactants are: [C:1]([N:5]1[CH:9]=[C:8]([CH:10]=[O:11])/[C:7](=[N:12]/[C:13](=[O:23])[C:14]2[CH:19]=[C:18]([Cl:20])[CH:17]=[CH:16][C:15]=2[O:21][CH3:22])/[S:6]1)([CH3:4])([CH3:3])[CH3:2].[BH4-].[Na+]. (2) Given the product [CH2:11]([O:8][C:5]1[CH:6]=[CH:7][C:2]([F:1])=[N:3][CH:4]=1)[C:12]1[CH:17]=[CH:16][CH:15]=[CH:14][CH:13]=1, predict the reactants needed to synthesize it. The reactants are: [F:1][C:2]1[CH:7]=[CH:6][C:5]([OH:8])=[CH:4][N:3]=1.[H-].[Na+].[CH2:11](Cl)[C:12]1[CH:17]=[CH:16][CH:15]=[CH:14][CH:13]=1.O. (3) Given the product [F:9][CH2:8][C:4]1[CH:5]=[CH:6][CH:7]=[C:2]([C:13]#[C:12][CH2:11][CH2:10][N:14]2[CH:18]=[C:17]([C:19]3[CH:20]=[CH:21][C:22]([F:25])=[CH:23][CH:24]=3)[CH:16]=[N:15]2)[N:3]=1, predict the reactants needed to synthesize it. The reactants are: Br[C:2]1[CH:7]=[CH:6][CH:5]=[C:4]([CH2:8][F:9])[N:3]=1.[CH2:10]([N:14]1[CH:18]=[C:17]([C:19]2[CH:24]=[CH:23][C:22]([F:25])=[CH:21][CH:20]=2)[CH:16]=[N:15]1)[CH2:11][C:12]#[CH:13]. (4) Given the product [Cl:12][C:13]1[CH:18]=[C:17]([Cl:19])[CH:16]=[CH:15][C:14]=1[CH2:20][N:21]([CH2:4][C:2]([OH:5])([CH3:3])[CH3:1])[CH:22]1[CH2:23][CH2:24][N:25]([C:28]([O:30][C:31]([CH3:34])([CH3:33])[CH3:32])=[O:29])[CH2:26][CH2:27]1, predict the reactants needed to synthesize it. The reactants are: [CH3:1][C:2]1([O:5][CH2:4]1)[CH3:3].Cl([O-])(=O)(=O)=O.[Li+].[Cl:12][C:13]1[CH:18]=[C:17]([Cl:19])[CH:16]=[CH:15][C:14]=1[CH2:20][NH:21][CH:22]1[CH2:27][CH2:26][N:25]([C:28]([O:30][C:31]([CH3:34])([CH3:33])[CH3:32])=[O:29])[CH2:24][CH2:23]1.